This data is from Forward reaction prediction with 1.9M reactions from USPTO patents (1976-2016). The task is: Predict the product of the given reaction. (1) The product is: [NH2:59][CH2:58][CH:38]([NH:39][C:8]1[NH:7][C:11]([C:12]2[CH:13]=[C:14]3[C:19](=[CH:20][CH:21]=2)[CH:18]=[N:17][CH:16]=[CH:15]3)=[CH:10][N:9]=1)[CH2:37][C:36]1[CH:35]=[CH:34][CH:43]=[CH:42][CH:41]=1. Given the reactants C[Si](C)(C)CCOC[N:7]1[C:11]([C:12]2[CH:13]=[C:14]3[C:19](=[CH:20][CH:21]=2)[CH:18]=[N:17][CH:16]=[CH:15]3)=[CH:10][N:9]=[C:8]1S(C1C=CC=CC=1)(=O)=O.Br[C:34]1[CH:35]=[C:36]2[C:41](=[CH:42][CH:43]=1)C=[N:39][CH:38]=[CH:37]2.C([Sn](C1N(COCC[Si](C)(C)C)C(S(C2C=CC=CC=2)(=O)=O)=[N:59][CH:58]=1)(CCCC)CCCC)CCC, predict the reaction product. (2) Given the reactants Cl.[NH2:2][C:3]1[N:4]=[C:5]([C:12]([C:14]2[CH:19]=[CH:18][C:17]([N+:20]([O-:22])=[O:21])=[C:16]([O:23][CH3:24])[CH:15]=2)=[O:13])[N:6]2[CH:11]=[CH:10][CH:9]=[CH:8][C:7]=12.[F:25][C:26]([F:37])([F:36])[C:27](O[C:27](=[O:28])[C:26]([F:37])([F:36])[F:25])=[O:28].C(N(CC)CC)C, predict the reaction product. The product is: [F:25][C:26]([F:37])([F:36])[C:27]([NH:2][C:3]1[N:4]=[C:5]([C:12](=[O:13])[C:14]2[CH:19]=[CH:18][C:17]([N+:20]([O-:22])=[O:21])=[C:16]([O:23][CH3:24])[CH:15]=2)[N:6]2[CH:11]=[CH:10][CH:9]=[CH:8][C:7]=12)=[O:28]. (3) The product is: [CH2:15]([O:14][C:8]1[CH:7]=[C:6]2[C:11]([C:12]([OH:13])=[C:3]([NH:2][C:29](=[O:32])[CH2:30][CH3:31])[CH:4]=[N:5]2)=[CH:10][CH:9]=1)[C:16]1[CH:17]=[CH:18][CH:19]=[CH:20][CH:21]=1. Given the reactants Cl.[NH2:2][C:3]1[CH:4]=[N:5][C:6]2[C:11]([C:12]=1[OH:13])=[CH:10][CH:9]=[C:8]([O:14][CH2:15][C:16]1[CH:21]=[CH:20][CH:19]=[CH:18][CH:17]=1)[CH:7]=2.C(N(CC)CC)C.[C:29](Cl)(=[O:32])[CH2:30][CH3:31].O, predict the reaction product. (4) Given the reactants [O:1]1[C:5]2([CH2:15][CH2:14][C:8]3([CH2:12][CH2:11][NH:10][C:9]3=[O:13])[CH2:7][CH2:6]2)[O:4][CH2:3][CH2:2]1.[F:16][C:17]([F:28])([F:27])[C@@H:18]([C:20]1[CH:25]=[CH:24][C:23](I)=[CH:22][CH:21]=1)[OH:19].CNCCNC.[O-]P([O-])([O-])=O.[K+].[K+].[K+].FC(F)(F)C(C1C=CC(I)=CC=1)O, predict the reaction product. The product is: [F:16][C:17]([F:27])([F:28])[C@@H:18]([C:20]1[CH:25]=[CH:24][C:23]([N:10]2[CH2:11][CH2:12][C:8]3([CH2:14][CH2:15][C:5]4([O:4][CH2:3][CH2:2][O:1]4)[CH2:6][CH2:7]3)[C:9]2=[O:13])=[CH:22][CH:21]=1)[OH:19]. (5) The product is: [NH2:24][C:23]1[C:18]([C:17]#[C:16][C:12]2[CH:11]=[C:10]([NH:9][C:8]([NH:34][CH2:33][CH:28]3[CH2:29][O:30][CH2:31][CH2:32][O:27]3)=[O:26])[CH:15]=[CH:14][CH:13]=2)=[C:19]([NH2:25])[N:20]=[CH:21][N:22]=1. Given the reactants C1(O[C:8](=[O:26])[NH:9][C:10]2[CH:15]=[CH:14][CH:13]=[C:12]([C:16]#[C:17][C:18]3[C:19]([NH2:25])=[N:20][CH:21]=[N:22][C:23]=3[NH2:24])[CH:11]=2)C=CC=CC=1.[O:27]1[CH2:32][CH2:31][O:30][CH2:29][CH:28]1[CH2:33][NH2:34].C(N(CC)CC)C, predict the reaction product. (6) Given the reactants [OH:1][C:2]1[CH:3]=[C:4]([C:8]2[CH:13]=[CH:12][C:11]([CH2:14][NH:15][C:16](=[O:22])[O:17][C:18]([CH3:21])([CH3:20])[CH3:19])=[CH:10][CH:9]=2)[CH:5]=[CH:6][CH:7]=1.[CH2:23]([O:30][CH2:31][CH2:32][CH2:33][CH2:34]O)[C:24]1[CH:29]=[CH:28][CH:27]=[CH:26][CH:25]=1.C1(P(C2C=CC=CC=2)C2C=CC=CC=2)C=CC=CC=1.N(C(OC(C)C)=O)=NC(OC(C)C)=O, predict the reaction product. The product is: [CH2:23]([O:30][CH2:31][CH2:32][CH2:33][CH2:34][O:1][C:2]1[CH:3]=[C:4]([C:8]2[CH:13]=[CH:12][C:11]([CH2:14][NH:15][C:16](=[O:22])[O:17][C:18]([CH3:19])([CH3:21])[CH3:20])=[CH:10][CH:9]=2)[CH:5]=[CH:6][CH:7]=1)[C:24]1[CH:29]=[CH:28][CH:27]=[CH:26][CH:25]=1. (7) Given the reactants [Cl:1][C:2]1[CH:11]=[CH:10][C:9]([NH2:12])=[C:8]2[C:3]=1[CH:4]=[CH:5][CH:6]=[N:7]2.[Cl:13][C:14]1[CH:19]=[C:18]([Cl:20])[CH:17]=[CH:16][C:15]=1[S:21](Cl)(=[O:23])=[O:22], predict the reaction product. The product is: [Cl:13][C:14]1[CH:19]=[C:18]([Cl:20])[CH:17]=[CH:16][C:15]=1[S:21]([NH:12][C:9]1[CH:10]=[CH:11][C:2]([Cl:1])=[C:3]2[C:8]=1[N:7]=[CH:6][CH:5]=[CH:4]2)(=[O:23])=[O:22]. (8) Given the reactants P12(SP3(SP(SP(S3)(S1)=S)(=S)S2)=S)=[S:2].[C:15]([C:19]1[CH:47]=[CH:46][C:22]([CH2:23][N:24]2[C:28]3[CH:29]=[CH:30][CH:31]=[CH:32][C:27]=3[N:26]([CH2:33][C:34]3[CH:39]=[CH:38][C:37]([NH:40][S:41]([CH3:44])(=[O:43])=[O:42])=[CH:36][CH:35]=3)[C:25]2=O)=[CH:21][CH:20]=1)([CH3:18])([CH3:17])[CH3:16].[OH-].[Na+].[Na+].[Cl-], predict the reaction product. The product is: [C:15]([C:19]1[CH:47]=[CH:46][C:22]([CH2:23][N:24]2[C:28]3[CH:29]=[CH:30][CH:31]=[CH:32][C:27]=3[N:26]([CH2:33][C:34]3[CH:39]=[CH:38][C:37]([NH:40][S:41]([CH3:44])(=[O:43])=[O:42])=[CH:36][CH:35]=3)[C:25]2=[S:2])=[CH:21][CH:20]=1)([CH3:18])([CH3:17])[CH3:16]. (9) Given the reactants C(OC([NH:8][CH:9]1[CH2:14][CH2:13][N:12]([C:15]2[CH:20]=[CH:19][N:18]=[CH:17][N:16]=2)[CH:11](C)[CH2:10]1)=O)(C)(C)C.F[C:23](F)(F)C(O)=O, predict the reaction product. The product is: [NH2:8][C:9]1([CH3:23])[CH2:10][CH2:11][N:12]([C:15]2[CH:20]=[CH:19][N:18]=[CH:17][N:16]=2)[CH2:13][CH2:14]1. (10) Given the reactants [Cl:1][C:2]1[CH:7]=[CH:6][C:5]([N:8]2[C:12]([S:13]([CH3:16])(=[O:15])=[O:14])=[C:11]([C:17]([O:19]C(C)(C)C)=[O:18])[N:10]=[C:9]2[C:24]2[CH:29]=[CH:28][C:27]([Cl:30])=[CH:26][C:25]=2[Cl:31])=[CH:4][CH:3]=1.C(O)(C(F)(F)F)=O.[SiH](CC)(CC)CC, predict the reaction product. The product is: [Cl:1][C:2]1[CH:7]=[CH:6][C:5]([N:8]2[C:12]([S:13]([CH3:16])(=[O:15])=[O:14])=[C:11]([C:17]([OH:19])=[O:18])[N:10]=[C:9]2[C:24]2[CH:29]=[CH:28][C:27]([Cl:30])=[CH:26][C:25]=2[Cl:31])=[CH:4][CH:3]=1.